Dataset: Catalyst prediction with 721,799 reactions and 888 catalyst types from USPTO. Task: Predict which catalyst facilitates the given reaction. (1) Reactant: CC1(C)[O:31][C@@H:5]2[CH2:6][N:7]([C:10]3[CH:19]=[C:18]4[C:13]([CH:14]=[C:15]([C:21]5[CH:26]=[CH:25][CH:24]=[CH:23][C:22]=5[C:27]([F:30])([F:29])[F:28])[NH:16][C:17]4=[O:20])=[CH:12][CH:11]=3)[C:8](=[O:9])[C@@H:4]2[O:3]1.Cl.[OH-].[Na+]. Product: [OH:3][C@@H:4]1[C@H:5]([OH:31])[CH2:6][N:7]([C:10]2[CH:19]=[C:18]3[C:13]([CH:14]=[C:15]([C:21]4[CH:26]=[CH:25][CH:24]=[CH:23][C:22]=4[C:27]([F:29])([F:28])[F:30])[NH:16][C:17]3=[O:20])=[CH:12][CH:11]=2)[C:8]1=[O:9]. The catalyst class is: 1. (2) Reactant: [CH:1]1([C:6]2[CH:10]=[C:9]([NH:11][C:12]3[CH:21]=[CH:20][CH:19]=[CH:18][C:13]=3[C:14]([O:16]C)=[O:15])[N:8]([C:22]3[CH:27]=[CH:26][CH:25]=[CH:24][C:23]=3[CH3:28])[N:7]=2)[CH2:5][CH2:4][CH2:3][CH2:2]1.C1COCC1.[OH-].[Na+]. Product: [CH:1]1([C:6]2[CH:10]=[C:9]([NH:11][C:12]3[CH:21]=[CH:20][CH:19]=[CH:18][C:13]=3[C:14]([OH:16])=[O:15])[N:8]([C:22]3[CH:27]=[CH:26][CH:25]=[CH:24][C:23]=3[CH3:28])[N:7]=2)[CH2:2][CH2:3][CH2:4][CH2:5]1. The catalyst class is: 5. (3) Reactant: [CH2:1]([O:3][C:4]([C:6]1[CH:7]=[C:8]([CH3:11])[NH:9][N:10]=1)=[O:5])[CH3:2].C1C(=O)N([Cl:19])C(=O)C1. Product: [CH2:1]([O:3][C:4]([C:6]1[NH:10][N:9]=[C:8]([CH3:11])[C:7]=1[Cl:19])=[O:5])[CH3:2]. The catalyst class is: 3. (4) Reactant: F[C:2]1[C:7]([C:8]#[N:9])=[C:6]([C:10]2[CH:15]=[CH:14][CH:13]=[CH:12][N:11]=2)[C:5]([O:16][CH3:17])=[C:4]([O:18][CH3:19])[CH:3]=1.[CH3:20][S:21]([NH:24][C:25]1[CH:34]=[CH:33][CH:32]=[C:31]2[C:26]=1[CH2:27][CH2:28][N:29]([C:35](=[NH:37])[NH2:36])[CH2:30]2)(=[O:23])=[O:22].C([O-])([O-])=O.[Cs+].[Cs+].CS(C)=O. Product: [NH2:9][C:8]1[C:7]2[C:2](=[CH:3][C:4]([O:18][CH3:19])=[C:5]([O:16][CH3:17])[C:6]=2[C:10]2[CH:15]=[CH:14][CH:13]=[CH:12][N:11]=2)[N:37]=[C:35]([N:29]2[CH2:28][CH2:27][C:26]3[C:31](=[CH:32][CH:33]=[CH:34][C:25]=3[NH:24][S:21]([CH3:20])(=[O:23])=[O:22])[CH2:30]2)[N:36]=1. The catalyst class is: 34. (5) Reactant: [O:1]1[C:5]2([CH2:11][CH2:10][CH2:9][NH:8][CH2:7][CH2:6]2)[O:4][CH2:3][CH2:2]1.Br[CH2:13][CH2:14][C:15]1[CH:20]=[CH:19][C:18]([O:21][CH3:22])=[CH:17][CH:16]=1.C([O-])([O-])=O.[K+].[K+].O. Product: [CH3:22][O:21][C:18]1[CH:19]=[CH:20][C:15]([CH2:14][CH2:13][N:8]2[CH2:9][CH2:10][CH2:11][C:5]3([O:4][CH2:3][CH2:2][O:1]3)[CH2:6][CH2:7]2)=[CH:16][CH:17]=1. The catalyst class is: 10. (6) Reactant: [Br:1][C:2]1[N:7]=[C:6]([CH:8]([OH:13])[CH2:9][CH2:10][CH2:11][CH3:12])[CH:5]=[CH:4][CH:3]=1.O[C:15]1[CH:27]=[CH:26][C:18]([O:19][CH2:20][C:21]([O:23][CH2:24][CH3:25])=[O:22])=[C:17]([CH3:28])[CH:16]=1.C1CCN(C(N=NC(N2CCCCC2)=O)=O)CC1.P(CCCC)(CCCC)CCCC. Product: [Br:1][C:2]1[N:7]=[C:6]([CH:8]([O:13][C:15]2[CH:27]=[CH:26][C:18]([O:19][CH2:20][C:21]([O:23][CH2:24][CH3:25])=[O:22])=[C:17]([CH3:28])[CH:16]=2)[CH2:9][CH2:10][CH2:11][CH3:12])[CH:5]=[CH:4][CH:3]=1. The catalyst class is: 1. (7) Reactant: [CH:10]1(N=C=N[CH:10]2[CH2:15][CH2:14][CH2:13][CH2:12][CH2:11]2)[CH2:15][CH2:14][CH2:13][CH2:12][CH2:11]1.[CH:16]1[CH:21]=[CH:20][C:19]([C@@H:22]([OH:25])[CH2:23][OH:24])=[CH:18][CH:17]=1.[C:26]([O:30][CH2:31][CH2:32][CH2:33][CH2:34][CH2:35][CH2:36][O:37][C:38]1[CH:48]=[CH:47][C:41]([CH:42]=[CH:43][C:44]([OH:46])=O)=[CH:40][CH:39]=1)(=[O:29])[CH:27]=[CH2:28]. Product: [C:26]([O:30][CH2:31][CH2:32][CH2:33][CH2:34][CH2:35][CH2:36][O:37][C:10]1[CH:11]=[CH:12][C:13]([CH:42]=[CH:43][C:44]([O:24][CH2:23][C@H:22]([O:25][C:44](=[O:46])[CH:43]=[CH:42][C:41]2[CH:40]=[CH:39][C:38]([O:37][CH2:36][CH2:35][CH2:34][CH2:33][CH2:32][CH2:31][O:30][C:26](=[O:29])[CH:27]=[CH2:28])=[CH:48][CH:47]=2)[C:19]2[CH:20]=[CH:21][CH:16]=[CH:17][CH:18]=2)=[O:46])=[CH:14][CH:15]=1)(=[O:29])[CH:27]=[CH2:28]. The catalyst class is: 4.